Dataset: Catalyst prediction with 721,799 reactions and 888 catalyst types from USPTO. Task: Predict which catalyst facilitates the given reaction. (1) Reactant: [CH3:1][O:2][C:3]1[CH:8]=[CH:7][CH:6]=[CH:5][C:4]=1[OH:9].C(=O)([O-])[O-].[K+].[K+].[CH3:16][O:17][C:18](=[O:25])[CH:19](Cl)[C:20]([O:22][CH3:23])=[O:21]. Product: [CH3:16][O:17][C:18](=[O:25])[CH:19]([O:9][C:4]1[CH:5]=[CH:6][CH:7]=[CH:8][C:3]=1[O:2][CH3:1])[C:20]([O:22][CH3:23])=[O:21]. The catalyst class is: 21. (2) Reactant: [CH2:1]([C:3]1([CH2:16][C:17](=[O:19])[CH3:18])[CH2:12][CH2:11][C:10]2[C:5](=[CH:6][CH:7]=[C:8]([O:13][CH3:14])[CH:9]=2)[C:4]1=O)[CH3:2].[OH-].[K+]. Product: [CH2:1]([C:3]12[CH2:16][C:17](=[O:19])[CH:18]=[C:4]1[C:5]1[C:10]([CH2:11][CH2:12]2)=[CH:9][C:8]([O:13][CH3:14])=[CH:7][CH:6]=1)[CH3:2]. The catalyst class is: 351. (3) Reactant: [OH:1][CH2:2][CH2:3][C:4]1[N:5]=[C:6]([NH:9][C:10](=[O:16])[O:11][C:12]([CH3:15])([CH3:14])[CH3:13])[S:7][CH:8]=1.CC(C)([O-])C.[K+].F[C:24]1[CH:29]=[CH:28][C:27]([N+:30]([O-:32])=[O:31])=[CH:26][CH:25]=1.O. Product: [N+:30]([C:27]1[CH:28]=[CH:29][C:24]([O:1][CH2:2][CH2:3][C:4]2[N:5]=[C:6]([NH:9][C:10](=[O:16])[O:11][C:12]([CH3:13])([CH3:15])[CH3:14])[S:7][CH:8]=2)=[CH:25][CH:26]=1)([O-:32])=[O:31]. The catalyst class is: 7. (4) Reactant: [CH3:1][O:2][CH2:3][CH2:4][N:5]1[C:13]2[C:8](=[C:9]([C:14]([F:17])([F:16])[F:15])[CH:10]=[CH:11][CH:12]=2)[C:7]([C:18]([OH:20])=O)=[CH:6]1.CCN(CC)CC.Cl.[F:29][C:30]([F:49])([F:48])[C:31]([NH:33][CH2:34][C:35]1[CH:40]=[CH:39][C:38]([F:41])=[C:37]([CH:42]2[CH2:47][CH2:46][NH:45][CH2:44][CH2:43]2)[CH:36]=1)=[O:32].CCN=C=NCCCN(C)C. Product: [F:48][C:30]([F:29])([F:49])[C:31]([NH:33][CH2:34][C:35]1[CH:40]=[CH:39][C:38]([F:41])=[C:37]([CH:42]2[CH2:47][CH2:46][N:45]([C:18]([C:7]3[C:8]4[C:13](=[CH:12][CH:11]=[CH:10][C:9]=4[C:14]([F:15])([F:17])[F:16])[N:5]([CH2:4][CH2:3][O:2][CH3:1])[CH:6]=3)=[O:20])[CH2:44][CH2:43]2)[CH:36]=1)=[O:32]. The catalyst class is: 2. (5) The catalyst class is: 650. Product: [CH3:52][O:53][C:54](=[O:61])[CH2:55][CH2:56][CH2:57][CH2:58][CH2:59][NH:60][C:17](=[O:18])[C:16]1[CH:20]=[CH:21][C:13]([CH:12]=[C:5]2[C:4]3[C:8](=[CH:9][CH:10]=[C:2]([F:1])[CH:3]=3)[NH:7][C:6]2=[O:11])=[CH:14][CH:15]=1. Reactant: [F:1][C:2]1[CH:3]=[C:4]2[C:8](=[CH:9][CH:10]=1)[NH:7][C:6](=[O:11])[C:5]2=[CH:12][C:13]1[CH:21]=[CH:20][C:16]([C:17](O)=[O:18])=[CH:15][CH:14]=1.Cl.C(N=C=NCCCN(C)C)C.OC1C2N=NNC=2C=CC=1.C(N(CC)CC)C.Cl.[CH3:52][O:53][C:54](=[O:61])[CH2:55][CH2:56][CH2:57][CH2:58][CH2:59][NH2:60]. (6) Reactant: [CH3:1][O:2][C:3]1[CH:8]=[CH:7][C:6]([NH:9]N)=[CH:5][CH:4]=1.[CH3:11][CH:12]([CH3:16])[C:13](=O)[CH3:14]. Product: [CH3:1][O:2][C:3]1[CH:8]=[C:7]2[C:6](=[CH:5][CH:4]=1)[N:9]=[C:13]([CH3:14])[C:12]2([CH3:16])[CH3:11]. The catalyst class is: 52. (7) Reactant: [C:1]([C:3]1[CH:4]=[C:5]2[C:10](=[CH:11][CH:12]=1)[CH:9]=[C:8]([OH:13])[CH:7]=[CH:6]2)#[CH:2].[O:14]1[CH2:19][CH2:18][N:17]([CH2:20][CH2:21][CH2:22]O)[CH2:16][CH2:15]1.C1(P(C2C=CC=CC=2)C2C=CC=CC=2)C=CC=CC=1.N(/C(OC(C)(C)C)=O)=N\C(OC(C)(C)C)=O. Product: [C:1]([C:3]1[CH:4]=[C:5]2[C:10](=[CH:11][CH:12]=1)[CH:9]=[C:8]([O:13][CH2:22][CH2:21][CH2:20][N:17]1[CH2:18][CH2:19][O:14][CH2:15][CH2:16]1)[CH:7]=[CH:6]2)#[CH:2]. The catalyst class is: 1.